Dataset: Catalyst prediction with 721,799 reactions and 888 catalyst types from USPTO. Task: Predict which catalyst facilitates the given reaction. (1) Reactant: [CH3:1][C:2]1([CH3:11])[CH2:7][CH2:6][CH2:5][CH:4]([C:8](=O)[CH3:9])[CH2:3]1.[C:12](O)(=O)C.[CH:16]([NH2:18])=[NH:17]. Product: [CH3:1][C:2]1([CH3:11])[CH2:7][CH2:6][CH2:5][CH:4]([C:8]2[CH:9]=[CH:12][N:18]=[CH:16][N:17]=2)[CH2:3]1. The catalyst class is: 51. (2) Reactant: [O:1]=[C:2]1[C:11]2[NH:12][CH:13]=[C:14]([C:15]([OH:17])=O)[C:10]=2[C:9]2[CH:8]=[CH:7][CH:6]=[CH:5][C:4]=2[NH:3]1.[CH3:18][N:19]([CH3:24])[CH2:20][CH2:21][CH2:22][NH2:23]. Product: [CH3:18][N:19]([CH3:24])[CH2:20][CH2:21][CH2:22][NH:23][C:15]([C:14]1[C:10]2[C:9]3[CH:8]=[CH:7][CH:6]=[CH:5][C:4]=3[NH:3][C:2](=[O:1])[C:11]=2[NH:12][CH:13]=1)=[O:17]. The catalyst class is: 27. (3) Reactant: [C:1]([O:4][CH2:5][C:6]([N:8]([CH2:13][C:14]1[N:18]([CH3:19])[C:17]([C:20]2[S:28][C:27]3[C:22](=[N:23][CH:24]=[CH:25][C:26]=3[O:29][C:30]3[CH:35]=[CH:34][C:33]([NH2:36])=[CH:32][C:31]=3[F:37])[CH:21]=2)=[N:16][CH:15]=1)[CH2:9][CH2:10][O:11][CH3:12])=[O:7])(=[O:3])[CH3:2].CC[N:40]([CH:44](C)C)[CH:41]([CH3:43])[CH3:42].ClC(Cl)([O:50]C(=O)OC(Cl)(Cl)Cl)Cl. Product: [C:1]([O:4][CH2:5][C:6]([N:8]([CH2:13][C:14]1[N:18]([CH3:19])[C:17]([C:20]2[S:28][C:27]3[C:22](=[N:23][CH:24]=[CH:25][C:26]=3[O:29][C:30]3[CH:35]=[CH:34][C:33]([NH:36][C:44]([NH:40][CH:41]4[CH2:42][CH2:43]4)=[O:50])=[CH:32][C:31]=3[F:37])[CH:21]=2)=[N:16][CH:15]=1)[CH2:9][CH2:10][O:11][CH3:12])=[O:7])(=[O:3])[CH3:2]. The catalyst class is: 1. (4) Reactant: Br[C:2]1[CH:3]=[C:4]2[C:9](=[CH:10][CH:11]=1)[N:8]([C:12]1[C:16]3[CH2:17][N:18]([C:21](=[O:23])[CH3:22])[CH2:19][CH2:20][C:15]=3[N:14]([CH:24]3[CH2:29][CH2:28][O:27][CH2:26][CH2:25]3)[N:13]=1)[CH2:7][CH2:6][CH2:5]2.[CH3:30][NH:31][C:32](=[O:48])[C:33]1[CH:38]=[CH:37][C:36](B2OC(C)(C)C(C)(C)O2)=[CH:35][N:34]=1.C([O-])([O-])=O.[K+].[K+].ClCCl. Product: [C:21]([N:18]1[CH2:19][CH2:20][C:15]2[N:14]([CH:24]3[CH2:25][CH2:26][O:27][CH2:28][CH2:29]3)[N:13]=[C:12]([N:8]3[C:9]4[C:4](=[CH:3][C:2]([C:36]5[CH:37]=[CH:38][C:33]([C:32]([NH:31][CH3:30])=[O:48])=[N:34][CH:35]=5)=[CH:11][CH:10]=4)[CH2:5][CH2:6][CH2:7]3)[C:16]=2[CH2:17]1)(=[O:23])[CH3:22]. The catalyst class is: 117. (5) Reactant: C([N:8]1[CH2:14][CH:13]2[CH2:15][CH:9]1[CH2:10][C:11](=[O:16])[CH2:12]2)C1C=CC=CC=1.ClC(OCCCl)=O.C(N(CC)CC)C.[C:39](O[C:39]([O:41][C:42]([CH3:45])([CH3:44])[CH3:43])=[O:40])([O:41][C:42]([CH3:45])([CH3:44])[CH3:43])=[O:40]. Product: [O:16]=[C:11]1[CH2:10][CH:9]2[CH2:15][CH:13]([CH2:14][N:8]2[C:39]([O:41][C:42]([CH3:43])([CH3:44])[CH3:45])=[O:40])[CH2:12]1. The catalyst class is: 4.